This data is from Reaction yield outcomes from USPTO patents with 853,638 reactions. The task is: Predict the reaction yield, written as a fraction of the theoretical maximum amount of product (1.0 means a 100% yield; for example, 0.34 means a 34% yield). (1) The reactants are [CH3:1][C:2]1[CH:7]=[C:6]([CH2:8]O)[CH:5]=[CH:4][C:3]=1[C:10]1[CH:15]=[CH:14][CH:13]=[CH:12][CH:11]=1.P(Br)(Br)[Br:17]. The yield is 0.510. The product is [Br:17][CH2:8][C:6]1[CH:5]=[CH:4][C:3]([C:10]2[CH:15]=[CH:14][CH:13]=[CH:12][CH:11]=2)=[C:2]([CH3:1])[CH:7]=1. The catalyst is C(Cl)Cl. (2) The reactants are [NH:1]1[C:9]2[C:4](=[CH:5][CH:6]=[CH:7][CH:8]=2)[CH:3]=[CH:2]1.Br[CH2:11][C:12]([O:14][C:15]([CH3:18])([CH3:17])[CH3:16])=[O:13]. No catalyst specified. The product is [C:15]([O:14][C:12](=[O:13])[CH2:11][N:1]1[C:9]2[C:4](=[CH:5][CH:6]=[CH:7][CH:8]=2)[CH:3]=[CH:2]1)([CH3:18])([CH3:17])[CH3:16]. The yield is 0.620.